This data is from Catalyst prediction with 721,799 reactions and 888 catalyst types from USPTO. The task is: Predict which catalyst facilitates the given reaction. Reactant: [C:1]([CH2:3][CH2:4][C@@H:5]([F:17])[CH2:6][N:7]1[CH:11]=[C:10]([C:12]([O:14][CH2:15][CH3:16])=[O:13])[N:9]=[N:8]1)#[N:2].[NH:18]([C:20](=[S:22])[NH2:21])N. Product: [NH2:21][C:20]1[S:22][C:1]([CH2:3][CH2:4][C@@H:5]([F:17])[CH2:6][N:7]2[CH:11]=[C:10]([C:12]([O:14][CH2:15][CH3:16])=[O:13])[N:9]=[N:8]2)=[N:2][N:18]=1. The catalyst class is: 67.